Predict the reaction yield, written as a fraction of the theoretical maximum amount of product (1.0 means a 100% yield; for example, 0.34 means a 34% yield). From a dataset of Reaction yield outcomes from USPTO patents with 853,638 reactions. (1) The reactants are [CH3:1][C:2](=[CH:5][CH:6]=[CH:7][C:8]([CH3:22])=[CH:9][CH:10]=[CH:11][CH:12]=[C:13]([CH3:21])[CH:14]=[CH:15][CH:16]=[C:17]([CH3:20])[CH2:18][OH:19])[CH2:3][OH:4]. The catalyst is C(Cl)Cl.[O-2].[O-2].[Mn+4]. The product is [CH3:20][C:17](=[CH:16][CH:15]=[CH:14][C:13]([CH3:21])=[CH:12][CH:11]=[CH:10][CH:9]=[C:8]([CH3:22])[CH:7]=[CH:6][CH:5]=[C:2]([CH3:1])[CH:3]=[O:4])[CH:18]=[O:19]. The yield is 0.730. (2) The reactants are [CH3:1][O:2][C:3]1[C:8]2[CH2:9][CH2:10][CH:11]([NH:14][CH2:15][CH2:16][O:17][CH3:18])[CH2:12][CH2:13][C:7]=2[CH:6]=[CH:5][C:4]=1[NH2:19].Cl[C:21]1[N:26]=[C:25]([NH:27][C:28]2[CH:33]=[CH:32][CH:31]=[CH:30][C:29]=2[S:34]([N:37]2[CH2:41][CH2:40][CH:39]([OH:42])[CH2:38]2)(=[O:36])=[O:35])[C:24]([Cl:43])=[CH:23][N:22]=1. No catalyst specified. The product is [Cl:43][C:24]1[C:25]([NH:27][C:28]2[CH:33]=[CH:32][CH:31]=[CH:30][C:29]=2[S:34]([N:37]2[CH2:41][CH2:40][CH:39]([OH:42])[CH2:38]2)(=[O:35])=[O:36])=[N:26][C:21]([NH:19][C:4]2[CH:5]=[CH:6][C:7]3[CH2:13][CH2:12][CH:11]([NH:14][CH2:15][CH2:16][O:17][CH3:18])[CH2:10][CH2:9][C:8]=3[C:3]=2[O:2][CH3:1])=[N:22][CH:23]=1. The yield is 0.0700. (3) The reactants are [O:1]=[C:2]1[NH:6][CH2:5][C@H:4]([C:7]([O:9][CH2:10][C:11]2[CH:16]=[CH:15][CH:14]=[CH:13][CH:12]=2)=[O:8])[N:3]1[C:17]([O:19][C:20]([CH3:23])([CH3:22])[CH3:21])=[O:18].[H-].[Na+].[CH3:26]I.[NH4+].[Cl-]. The catalyst is C1COCC1. The product is [CH3:26][N:6]1[CH2:5][C@H:4]([C:7]([O:9][CH2:10][C:11]2[CH:16]=[CH:15][CH:14]=[CH:13][CH:12]=2)=[O:8])[N:3]([C:17]([O:19][C:20]([CH3:23])([CH3:22])[CH3:21])=[O:18])[C:2]1=[O:1]. The yield is 0.670. (4) The product is [CH:1]1([S:4]([N:7]2[CH2:12][CH2:11][N:10]([CH2:13][CH2:14][NH:15][C@:16]34[CH2:51][CH2:50][C@@H:49]([C:52]([CH3:54])=[CH2:53])[C@@H:17]3[C@@H:18]3[C@@:31]([CH3:34])([CH2:32][CH2:33]4)[C@@:30]4([CH3:35])[C@@H:21]([C@:22]5([CH3:48])[C@@H:27]([CH2:28][CH2:29]4)[C:26]([CH3:37])([CH3:36])[C:25]([C:38]4[CH:47]=[CH:46][C:41]([C:42]([OH:44])=[O:43])=[CH:40][CH:39]=4)=[CH:24][CH2:23]5)[CH2:20][CH2:19]3)[CH2:9][CH2:8]2)(=[O:5])=[O:6])[CH2:2][CH2:3]1. The yield is 0.420. The catalyst is O1CCOCC1. The reactants are [CH:1]1([S:4]([N:7]2[CH2:12][CH2:11][N:10]([CH2:13][CH2:14][NH:15][C@:16]34[CH2:51][CH2:50][C@@H:49]([C:52]([CH3:54])=[CH2:53])[C@@H:17]3[C@@H:18]3[C@@:31]([CH3:34])([CH2:32][CH2:33]4)[C@@:30]4([CH3:35])[C@@H:21]([C@:22]5([CH3:48])[C@@H:27]([CH2:28][CH2:29]4)[C:26]([CH3:37])([CH3:36])[C:25]([C:38]4[CH:47]=[CH:46][C:41]([C:42]([O:44]C)=[O:43])=[CH:40][CH:39]=4)=[CH:24][CH2:23]5)[CH2:20][CH2:19]3)[CH2:9][CH2:8]2)(=[O:6])=[O:5])[CH2:3][CH2:2]1.[OH-].[Na+]. (5) The reactants are [CH2:1]([C:4]1[CH:9]=[C:8]([F:10])[CH:7]=[C:6]([Br:11])[C:5]=1[OH:12])[CH:2]=[CH2:3].ClC1C=C(C=CC=1)C(OO)=[O:18].C(=O)([O-])[O-].[K+].[K+].ClC1C2OC(CO)CC=2C(C(F)(F)F)=CC=1. No catalyst specified. The product is [Br:11][C:6]1[C:5]2[O:12][CH:2]([CH2:3][OH:18])[CH2:1][C:4]=2[CH:9]=[C:8]([F:10])[CH:7]=1. The yield is 0.780.